Dataset: Full USPTO retrosynthesis dataset with 1.9M reactions from patents (1976-2016). Task: Predict the reactants needed to synthesize the given product. (1) Given the product [Br:1][C:18]1[C:11]2[C:10]([Cl:9])=[N:15][CH:14]=[N:13][C:12]=2[N:16]([CH:19]([CH3:21])[CH3:20])[CH:17]=1, predict the reactants needed to synthesize it. The reactants are: [Br:1]N1C(=O)CCC1=O.[Cl:9][C:10]1[C:11]2[CH:18]=[CH:17][N:16]([CH:19]([CH3:21])[CH3:20])[C:12]=2[N:13]=[CH:14][N:15]=1. (2) Given the product [NH2:1][C:2]1[C:11]([C:12]#[C:13][C:14]2[CH:19]=[CH:18][CH:17]=[C:16]([NH:20][C:21]([C:23]3[O:24][CH:25]=[CH:26][C:27]=3[CH3:28])=[O:22])[CH:15]=2)=[CH:10][C:5]([C:6]([OH:8])=[O:7])=[CH:4][N:3]=1, predict the reactants needed to synthesize it. The reactants are: [NH2:1][C:2]1[C:11]([C:12]#[C:13][C:14]2[CH:19]=[CH:18][CH:17]=[C:16]([NH:20][C:21]([C:23]3[O:24][CH:25]=[CH:26][C:27]=3[CH3:28])=[O:22])[CH:15]=2)=[CH:10][C:5]([C:6]([O:8]C)=[O:7])=[CH:4][N:3]=1.[OH-].[K+]. (3) Given the product [F:37][C:38]1[CH:43]=[CH:42][C:41]([O:44][CH3:45])=[CH:40][C:39]=1[C:2]1[CH:3]=[C:4]2[C:17]3([CH2:21][O:20][C:19]([NH2:22])=[N:18]3)[C:13]3([CH2:16][O:15][CH2:14]3)[C:9]3([CH2:10][CH2:11][CH2:12]3)[O:8][C:5]2=[CH:6][CH:7]=1, predict the reactants needed to synthesize it. The reactants are: Br[C:2]1[CH:3]=[C:4]2[C:17]3([CH2:21][O:20][C:19]([N:22](C(OC(C)(C)C)=O)C(OC(C)(C)C)=O)=[N:18]3)[C:13]3([CH2:16][O:15][CH2:14]3)[C:9]3([CH2:12][CH2:11][CH2:10]3)[O:8][C:5]2=[CH:6][CH:7]=1.[F:37][C:38]1[CH:43]=[CH:42][C:41]([O:44][CH3:45])=[CH:40][C:39]=1B(O)O.C([O-])([O-])=O.[Na+].[Na+].